Predict which catalyst facilitates the given reaction. From a dataset of Catalyst prediction with 721,799 reactions and 888 catalyst types from USPTO. Reactant: [CH3:1][CH:2]([O:4][C:5]1[CH:6]=[CH:7][C:8]([CH:11]=[O:12])=[N:9][CH:10]=1)[CH3:3].[CH3:13][Mg]Br.Cl. Product: [CH3:3][CH:2]([O:4][C:5]1[CH:6]=[CH:7][C:8]([CH:11]([OH:12])[CH3:13])=[N:9][CH:10]=1)[CH3:1]. The catalyst class is: 7.